This data is from Peptide-MHC class II binding affinity with 134,281 pairs from IEDB. The task is: Regression. Given a peptide amino acid sequence and an MHC pseudo amino acid sequence, predict their binding affinity value. This is MHC class II binding data. (1) The peptide sequence is YAGIRRDGLLLRLVD. The MHC is HLA-DQA10102-DQB10602 with pseudo-sequence HLA-DQA10102-DQB10602. The binding affinity (normalized) is 0.0999. (2) The MHC is HLA-DQA10201-DQB10303 with pseudo-sequence YNFHERXFATVLHILYFGLTYYDVRTETVHLETT. The binding affinity (normalized) is 0.248. The peptide sequence is RTLIGQEKYTDYLTV. (3) The peptide sequence is APTLDELKLEGDEATGANIV. The MHC is DRB1_0301 with pseudo-sequence DRB1_0301. The binding affinity (normalized) is 0. (4) The peptide sequence is NPGLIIGALAGS. The MHC is DRB3_0101 with pseudo-sequence DRB3_0101. The binding affinity (normalized) is 0.0409. (5) The peptide sequence is DAYVATLTEALRVIA. The MHC is DRB5_0101 with pseudo-sequence DRB5_0101. The binding affinity (normalized) is 0.510. (6) The peptide sequence is ISSYFVGKMYFNL. The MHC is DRB1_1501 with pseudo-sequence DRB1_1501. The binding affinity (normalized) is 0.515.